Task: Predict the product of the given reaction.. Dataset: Forward reaction prediction with 1.9M reactions from USPTO patents (1976-2016) (1) Given the reactants [Cl:1][C:2]1[C:3]([F:23])=[C:4]([CH:20]=[CH:21][CH:22]=1)[NH:5][C:6]1[C:15]2[C:10](=[CH:11][C:12]([O:18][CH3:19])=[C:13]([CH:16]=O)[CH:14]=2)[N:9]=[CH:8][N:7]=1.[NH2:24][C:25]1([C:30]([OH:32])=[O:31])[CH2:29][CH:28]=[CH:27][CH2:26]1, predict the reaction product. The product is: [Cl:1][C:2]1[C:3]([F:23])=[C:4]([NH:5][C:6]2[C:15]3[C:10](=[CH:11][C:12]([O:18][CH3:19])=[C:13]([CH2:16][NH:24][C:25]4([C:30]([OH:32])=[O:31])[CH2:29][CH:28]=[CH:27][CH2:26]4)[CH:14]=3)[N:9]=[CH:8][N:7]=2)[CH:20]=[CH:21][CH:22]=1. (2) Given the reactants [C:1]([C:5]1[CH:6]=[CH:7][C:8]([CH3:22])=[C:9]([CH:21]=1)[O:10][C:11]1[S:12][CH:13]=[C:14]([C:16]([O:18]CC)=[O:17])[N:15]=1)([CH3:4])([CH3:3])[CH3:2].C(C1C=CC(C)=C(C=1)OC1OC=C(C(O)=O)N=1)(C)(C)C, predict the reaction product. The product is: [C:1]([C:5]1[CH:6]=[CH:7][C:8]([CH3:22])=[C:9]([CH:21]=1)[O:10][C:11]1[S:12][CH:13]=[C:14]([C:16]([OH:18])=[O:17])[N:15]=1)([CH3:4])([CH3:3])[CH3:2]. (3) Given the reactants [CH2:1]([N:8]1[CH2:13][CH2:12][CH:11]([C:14]#[N:15])[CH2:10][CH2:9]1)[C:2]1[CH:7]=[CH:6][CH:5]=[CH:4][CH:3]=1.[ClH:16].[CH3:17][OH:18], predict the reaction product. The product is: [ClH:16].[ClH:16].[CH2:1]([N:8]1[CH2:13][CH2:12][CH:11]([C:14](=[NH:15])[O:18][CH3:17])[CH2:10][CH2:9]1)[C:2]1[CH:7]=[CH:6][CH:5]=[CH:4][CH:3]=1. (4) The product is: [O:1]=[C:2]1[CH2:7][CH2:6][CH2:5][CH:4]([NH:8][C:9]([C:11]2[C:19]3[C:14](=[N:15][CH:16]=[C:17]([C:20]4[C:28]5[C:23](=[CH:24][C:25]([Cl:29])=[CH:26][CH:27]=5)[N:22]([CH3:30])[N:21]=4)[N:18]=3)[NH:13][CH:12]=2)=[O:10])[CH2:3]1. Given the reactants [OH:1][CH:2]1[CH2:7][CH2:6][CH2:5][CH:4]([NH:8][C:9]([C:11]2[C:19]3[C:14](=[N:15][CH:16]=[C:17]([C:20]4[C:28]5[C:23](=[CH:24][C:25]([Cl:29])=[CH:26][CH:27]=5)[N:22]([CH3:30])[N:21]=4)[N:18]=3)[NH:13][CH:12]=2)=[O:10])[CH2:3]1.ClCCl.CC(OI1(OC(C)=O)(OC(C)=O)OC(=O)C2C=CC=CC1=2)=O.CN(C=O)C, predict the reaction product. (5) The product is: [O:16]1[C:11]2([CH2:10][CH2:9][NH:8][CH2:19][CH2:18]2)[CH2:12][NH:13][C:14](=[O:17])[CH2:15]1. Given the reactants C([N:8]1[CH2:19][CH2:18][C:11]2([O:16][CH2:15][C:14](=[O:17])[NH:13][CH2:12]2)[CH2:10][CH2:9]1)C1C=CC=CC=1, predict the reaction product. (6) Given the reactants COC1[C@H](C(C)C)N=[C:6]([O:19][CH3:20])[C@@H:7]([CH2:9][C:10]2[CH:15]=[C:14]([F:16])[C:13]([Br:17])=[CH:12][C:11]=2[F:18])[N:8]=1.Cl.C(N(CC)CC)C.[C:43]([O:42][C:40](O[C:40]([O:42][C:43]([CH3:46])([CH3:45])[CH3:44])=[O:41])=[O:41])([CH3:46])([CH3:45])[CH3:44].C(OCC)(=[O:49])C, predict the reaction product. The product is: [CH3:20][O:19][C:6](=[O:49])[C@@H:7]([CH2:9][C:10]1[CH:15]=[C:14]([F:16])[C:13]([Br:17])=[CH:12][C:11]=1[F:18])[NH:8][C:40]([O:42][C:43]([CH3:44])([CH3:45])[CH3:46])=[O:41].